Task: Predict which catalyst facilitates the given reaction.. Dataset: Catalyst prediction with 721,799 reactions and 888 catalyst types from USPTO (1) Reactant: [CH2:1]([O:3][C:4](=[O:26])[CH2:5][C:6]([N:8]([C:19]1[CH:24]=[CH:23][C:22]([F:25])=[CH:21][CH:20]=1)[CH2:9][C:10]([C:12]1[CH:17]=[CH:16][C:15]([F:18])=[CH:14][CH:13]=1)=O)=O)[CH3:2].C([O-])(=O)C.[NH4+:31]. Product: [CH2:1]([O:3][C:4](=[O:26])[CH2:5][C:6]1[N:8]([C:19]2[CH:24]=[CH:23][C:22]([F:25])=[CH:21][CH:20]=2)[CH:9]=[C:10]([C:12]2[CH:17]=[CH:16][C:15]([F:18])=[CH:14][CH:13]=2)[N:31]=1)[CH3:2]. The catalyst class is: 15. (2) Reactant: [NH2:1][C:2]1[CH:7]=[CH:6][CH:5]=[C:4]([NH2:8])[N:3]=1.[S:9](=[O:13])(=[O:12])([OH:11])[OH:10].C(O)(=O)[CH:15]([CH2:17][C:18](O)=O)[OH:16]. Product: [S:9](=[O:11])(=[O:10])([OH:13])[OH:12].[NH2:1][C:2]1[CH:7]=[CH:6][C:5]2[C:4](=[N:8][C:15]([OH:16])=[CH:17][CH:18]=2)[N:3]=1. The catalyst class is: 170. (3) Reactant: [N+:1]([C:4]1[CH:8]=[CH:7][N:6]([C:9]2[CH:14]=[CH:13][CH:12]=[CH:11][CH:10]=2)[CH:5]=1)([O-])=O.[OH-].[Na+]. Product: [C:9]1([N:6]2[CH:7]=[CH:8][C:4]([NH2:1])=[CH:5]2)[CH:14]=[CH:13][CH:12]=[CH:11][CH:10]=1. The catalyst class is: 25. (4) Reactant: CN(C)[CH:3]=[O:4].P(Cl)(Cl)(Cl)=O.[NH:11]1[C:19]2[CH2:18][CH2:17][CH2:16][CH2:15][C:14]=2[C:13]([CH2:20][CH2:21][C:22]([OH:24])=[O:23])=[CH:12]1.[OH-].[Na+]. Product: [CH:3]([C:12]1[NH:11][C:19]2[CH2:18][CH2:17][CH2:16][CH2:15][C:14]=2[C:13]=1[CH2:20][CH2:21][C:22]([OH:24])=[O:23])=[O:4]. The catalyst class is: 229. (5) Reactant: C(OC([NH:8][C@@H:9]([C:31]([O:33]C(C)(C)C)=[O:32])[CH2:10][C@@H:11]([CH2:19][C:20]1[CH:25]=[CH:24][C:23]([O:26][CH2:27][CH2:28][CH2:29][F:30])=[CH:22][CH:21]=1)[C:12]([O:14]C(C)(C)C)=[O:13])=O)(C)(C)C. Product: [F:30][CH2:29][CH2:28][CH2:27][O:26][C:23]1[CH:24]=[CH:25][C:20]([CH2:19][C@@H:11]([C:12]([OH:14])=[O:13])[CH2:10][C@H:9]([C:31]([OH:33])=[O:32])[NH2:8])=[CH:21][CH:22]=1. The catalyst class is: 55. (6) Reactant: FC(F)(F)C(OC(=O)C(F)(F)F)=O.[C:14]([O:18][C:19]([N:21]1[CH2:40][CH2:39][C:24]2([N:28]=[C:27]([C:29]3[CH:34]=[CH:33][C:32]([C:35](=O)[NH2:36])=[CH:31][CH:30]=3)[NH:26][C:25]2=[O:38])[CH2:23][CH2:22]1)=[O:20])([CH3:17])([CH3:16])[CH3:15].N1C=CC=CC=1.C([O-])(O)=O.[Na+]. Product: [C:14]([O:18][C:19]([N:21]1[CH2:22][CH2:23][C:24]2([N:28]=[C:27]([C:29]3[CH:30]=[CH:31][C:32]([C:35]#[N:36])=[CH:33][CH:34]=3)[NH:26][C:25]2=[O:38])[CH2:39][CH2:40]1)=[O:20])([CH3:17])([CH3:15])[CH3:16]. The catalyst class is: 12.